This data is from Full USPTO retrosynthesis dataset with 1.9M reactions from patents (1976-2016). The task is: Predict the reactants needed to synthesize the given product. (1) Given the product [CH3:30][S:31]([C:34]1[CH:39]=[CH:38][CH:37]=[CH:36][C:35]=1[C:40]1[CH:41]=[CH:42][C:43]([NH:46][C:20]([C@H:19]([NH:18][C:16](=[O:17])[O:15][CH2:8][C:9]2[CH:10]=[CH:11][CH:12]=[CH:13][CH:14]=2)[CH2:23][C:24]2[CH:29]=[CH:28][CH:27]=[CH:26][CH:25]=2)=[O:22])=[CH:44][CH:45]=1)(=[O:32])=[O:33], predict the reactants needed to synthesize it. The reactants are: CN1CCOCC1.[CH2:8]([O:15][C:16]([NH:18][C@H:19]([CH2:23][C:24]1[CH:29]=[CH:28][CH:27]=[CH:26][CH:25]=1)[C:20]([OH:22])=O)=[O:17])[C:9]1[CH:14]=[CH:13][CH:12]=[CH:11][CH:10]=1.[CH3:30][S:31]([C:34]1[CH:39]=[CH:38][CH:37]=[CH:36][C:35]=1[C:40]1[CH:45]=[CH:44][C:43]([NH2:46])=[CH:42][CH:41]=1)(=[O:33])=[O:32].Cl.CN(C)CCCN=C=NCC.ON1C2C=CC=CC=2N=N1. (2) Given the product [CH3:1][O:2][C:3]1[CH:4]=[C:5]([C:12]([C:14]2[CH:19]=[C:18]([O:20][CH3:21])[C:17]([O:22][CH3:23])=[C:16]([O:24][CH3:25])[CH:15]=2)=[O:13])[CH:6]=[CH:7][C:8]=1[N+:9]([O-:11])=[O:10], predict the reactants needed to synthesize it. The reactants are: [CH3:1][O:2][C:3]1[CH:4]=[C:5]([CH:12]([C:14]2[CH:19]=[C:18]([O:20][CH3:21])[C:17]([O:22][CH3:23])=[C:16]([O:24][CH3:25])[CH:15]=2)[OH:13])[CH:6]=[CH:7][C:8]=1[N+:9]([O-:11])=[O:10].